Dataset: Full USPTO retrosynthesis dataset with 1.9M reactions from patents (1976-2016). Task: Predict the reactants needed to synthesize the given product. (1) Given the product [CH3:1][O:2][C:3]([C:5]1[CH:10]=[N:9][C:8]([Br:27])=[C:7]([C:12]2[CH:17]=[CH:16][CH:15]=[C:14]([Cl:18])[CH:13]=2)[N:6]=1)=[O:4], predict the reactants needed to synthesize it. The reactants are: [CH3:1][O:2][C:3]([C:5]1[CH:10]=[N:9][C:8](N)=[C:7]([C:12]2[CH:17]=[CH:16][CH:15]=[C:14]([Cl:18])[CH:13]=2)[N:6]=1)=[O:4].N(OCCC(C)C)=O.[Br:27][Si](C)(C)C. (2) Given the product [F:25][C:14]1[CH:13]=[C:12]2[C:17]([N:18]3[C@H:10]([CH2:11]2)[CH2:9][NH:8][CH2:20][C@H:19]3[CH3:21])=[N:16][C:15]=1[C@@H:22]([OH:24])[CH3:23], predict the reactants needed to synthesize it. The reactants are: C(OC([N:8]1[CH2:20][C@@H:19]([CH3:21])[N:18]2[C@H:10]([CH2:11][C:12]3[C:17]2=[N:16][C:15]([C@H:22]([OH:24])[CH3:23])=[C:14]([F:25])[CH:13]=3)[CH2:9]1)=O)(C)(C)C.